Dataset: Forward reaction prediction with 1.9M reactions from USPTO patents (1976-2016). Task: Predict the product of the given reaction. (1) Given the reactants [CH3:1][O:2][C:3]1[C:8]([OH:9])=[C:7]([O:10][CH3:11])[CH:6]=[C:5](/[CH:12]=[CH:13]/[C:14]([OH:16])=[O:15])[CH:4]=1.[OH2:17], predict the reaction product. The product is: [C:5]1([CH:12]=[CH:13][C:14]2[CH:7]=[CH:8][C:3]([OH:17])=[CH:4][CH:5]=2)[CH:4]=[C:3]([OH:2])[CH:8]=[C:7]([OH:10])[CH:6]=1.[CH3:11][O:10][C:7]1[C:8]([OH:9])=[C:3]([O:2][CH3:1])[CH:4]=[C:5](/[CH:12]=[CH:13]/[C:14]([OH:16])=[O:15])[CH:6]=1. (2) Given the reactants Cl.[N:2]1([CH2:7][C:8]([OH:10])=O)[CH:6]=[N:5][CH:4]=[N:3]1.[F:11][C:12]1[CH:40]=[CH:39][C:15]([O:16][C:17]2[CH:22]=[CH:21][C:20]([NH:23][C:24]([C@@H:26]3[CH2:30][C@@H:29]([CH2:31][C:32]4[CH:37]=[CH:36][C:35]([F:38])=[CH:34][CH:33]=4)[CH2:28][NH:27]3)=[O:25])=[CH:19][CH:18]=2)=[C:14]([CH3:41])[CH:13]=1, predict the reaction product. The product is: [N:2]1([CH2:7][C:8]([N:27]2[CH2:28][C@H:29]([CH2:31][C:32]3[CH:37]=[CH:36][C:35]([F:38])=[CH:34][CH:33]=3)[CH2:30][C@H:26]2[C:24]([NH:23][C:20]2[CH:21]=[CH:22][C:17]([O:16][C:15]3[CH:39]=[CH:40][C:12]([F:11])=[CH:13][C:14]=3[CH3:41])=[CH:18][CH:19]=2)=[O:25])=[O:10])[CH:6]=[N:5][CH:4]=[N:3]1. (3) Given the reactants Br[C:2]1[CH:3]=[C:4]2[C:9](=[CH:10][CH:11]=1)[N:8]=[C:7]([NH:12][CH2:13][C:14]1[CH:19]=[CH:18][C:17]([O:20][CH3:21])=[CH:16][CH:15]=1)[C:6]([N:22]1[CH2:27][CH2:26][O:25][CH:24]([CH2:28][CH3:29])[CH2:23]1)=[CH:5]2.[B:30]1([B:30]2[O:34][C:33]([CH3:36])([CH3:35])[C:32]([CH3:38])([CH3:37])[O:31]2)[O:34][C:33]([CH3:36])([CH3:35])[C:32]([CH3:38])([CH3:37])[O:31]1.C([O-])(=O)C.[K+], predict the reaction product. The product is: [CH2:28]([CH:24]1[CH2:23][N:22]([C:6]2[C:7]([NH:12][CH2:13][C:14]3[CH:19]=[CH:18][C:17]([O:20][CH3:21])=[CH:16][CH:15]=3)=[N:8][C:9]3[C:4]([CH:5]=2)=[CH:3][C:2]([B:30]2[O:34][C:33]([CH3:36])([CH3:35])[C:32]([CH3:38])([CH3:37])[O:31]2)=[CH:11][CH:10]=3)[CH2:27][CH2:26][O:25]1)[CH3:29]. (4) The product is: [CH3:36][C:37]([CH3:41])([CH3:40])[C:38]#[C:39][CH:30]([N:5]1[CH2:6][CH2:7][C:2]([F:1])([F:23])[CH:3]([CH2:18][C:19]([O:21][CH3:22])=[O:20])[CH:4]1[C:8]1[CH:13]=[CH:12][C:11]([C:14]([F:17])([F:16])[F:15])=[CH:10][CH:9]=1)[C:29]1[CH:32]=[CH:33][C:26]([C:25]([F:35])([F:34])[F:24])=[CH:27][CH:28]=1. Given the reactants [F:1][C:2]1([F:23])[CH2:7][CH2:6][NH:5][CH:4]([C:8]2[CH:13]=[CH:12][C:11]([C:14]([F:17])([F:16])[F:15])=[CH:10][CH:9]=2)[CH:3]1[CH2:18][C:19]([O:21][CH3:22])=[O:20].[F:24][C:25]([F:35])([F:34])[C:26]1[CH:33]=[CH:32][C:29]([CH:30]=O)=[CH:28][CH:27]=1.[CH3:36][C:37]([CH3:41])([CH3:40])[C:38]#[CH:39], predict the reaction product. (5) Given the reactants [NH:1]1[CH:5]=[CH:4][N:3]=[CH:2]1.C(=O)([O-])[O-].[K+].[K+].[F:12][C:13]1[CH:14]=[C:15]([C:20]2[CH:24]=[C:23]([CH2:25][NH:26][C:27](=[O:29])[CH3:28])[O:22][N:21]=2)[CH:16]=[CH:17][C:18]=1F.[Cl-].[Na+], predict the reaction product. The product is: [F:12][C:13]1[CH:14]=[C:15]([C:20]2[CH:24]=[C:23]([CH2:25][NH:26][C:27](=[O:29])[CH3:28])[O:22][N:21]=2)[CH:16]=[CH:17][C:18]=1[N:1]1[CH:5]=[CH:4][N:3]=[CH:2]1.